From a dataset of CYP2C19 inhibition data for predicting drug metabolism from PubChem BioAssay. Regression/Classification. Given a drug SMILES string, predict its absorption, distribution, metabolism, or excretion properties. Task type varies by dataset: regression for continuous measurements (e.g., permeability, clearance, half-life) or binary classification for categorical outcomes (e.g., BBB penetration, CYP inhibition). Dataset: cyp2c19_veith. (1) The drug is CN1CCN(c2ncncc2-c2cccnc2)CC1. The result is 0 (non-inhibitor). (2) The compound is CC1(C)N=C(N)NC(Nc2ccccc2)=N1. The result is 0 (non-inhibitor). (3) The drug is CC(=O)OCC1=C(C(=O)O)N2C(=O)[C@@H](N)[C@@H]2SC1. The result is 0 (non-inhibitor). (4) The molecule is COC(=O)[C@@]1(Cc2ccc(OC)cc2)[C@H]2c3cc(C(=O)N4CCCC4)n(Cc4cc(F)cc5c4OCOC5)c3C[C@H]2CN1C(=O)c1ccccc1. The result is 1 (inhibitor). (5) The compound is CC1(C)[C@@H](OC(=O)CCC(=O)[O-])CC[C@]2(C)[C@@H]3C(=O)C=C4[C@H]5C[C@](C)(C(=O)[O-])CC[C@]5(C)CC[C@]4(C)[C@@]3(C)CC[C@@H]12.[Na+].[Na+]. The result is 0 (non-inhibitor).